Dataset: Forward reaction prediction with 1.9M reactions from USPTO patents (1976-2016). Task: Predict the product of the given reaction. (1) Given the reactants [CH2:1]([O:3][C:4]([C:6]1[N:7]([CH2:19][C:20]2[C:29]3[C:24](=[CH:25][CH:26]=[CH:27][CH:28]=3)[CH:23]=[CH:22][CH:21]=2)[C:8]2[C:13]([C:14]=1[CH2:15][NH:16][CH3:17])=[CH:12][C:11]([F:18])=[CH:10][CH:9]=2)=[O:5])[CH3:2].Cl[C:31]([O:33][CH2:34][CH3:35])=[O:32], predict the reaction product. The product is: [CH2:1]([O:3][C:4]([C:6]1[N:7]([CH2:19][C:20]2[C:29]3[C:24](=[CH:25][CH:26]=[CH:27][CH:28]=3)[CH:23]=[CH:22][CH:21]=2)[C:8]2[C:13]([C:14]=1[CH2:15][N:16]([C:31]([O:33][CH2:34][CH3:35])=[O:32])[CH3:17])=[CH:12][C:11]([F:18])=[CH:10][CH:9]=2)=[O:5])[CH3:2]. (2) Given the reactants [C:1]([N:8]1[CH2:12][CH2:11][CH:10](C(O)=O)[CH2:9]1)([O:3][C:4]([CH3:7])([CH3:6])[CH3:5])=[O:2].C(N(CC)C(C)C)(C)C.CN(C(ON1N=NC2C=CC=NC1=2)=[N+](C)C)C.F[P-](F)(F)(F)(F)F.ONC(=N)C, predict the reaction product. The product is: [C:4]([O:3][C:1]([N:8]1[CH2:12][CH2:11][CH2:10][CH2:9]1)=[O:2])([CH3:7])([CH3:5])[CH3:6].